Dataset: Forward reaction prediction with 1.9M reactions from USPTO patents (1976-2016). Task: Predict the product of the given reaction. (1) Given the reactants [Br:1][C:2]1[C:15](=[O:16])[NH:14][C:5]2[N:6]=[C:7]([NH:11][CH2:12][CH3:13])[N:8]=[C:9]([CH3:10])[C:4]=2[CH:3]=1.[H-].[Na+].Br[CH2:20][CH2:21][CH2:22][OH:23], predict the reaction product. The product is: [Br:1][C:2]1[C:15](=[O:16])[N:14]([CH2:20][CH2:21][CH2:22][OH:23])[C:5]2[N:6]=[C:7]([NH:11][CH2:12][CH3:13])[N:8]=[C:9]([CH3:10])[C:4]=2[CH:3]=1. (2) The product is: [CH3:3][C:2]([C@@H:10]1[CH2:15][CH2:14][O:13][C:12]([CH3:16])([CH3:17])[O:11]1)([C:4](=[O:9])[CH2:5][CH2:6][CH2:7][CH3:8])[CH3:1]. Given the reactants [CH3:1][C:2]([C@@H:10]1[CH2:15][CH2:14][O:13][C:12]([CH3:17])([CH3:16])[O:11]1)([C:4](=[O:9])[CH2:5][CH2:6][CH:7]=[CH2:8])[CH3:3], predict the reaction product. (3) Given the reactants [BH4-].[Na+].[F:3][C:4]1[CH:9]=[C:8]([CH2:10][NH:11][C:12]2[CH:13]=[CH:14][CH:15]=[C:16]3[C:21]=2[N:20]([CH2:22][CH2:23][CH3:24])[CH2:19][CH2:18][CH2:17]3)[CH:7]=[CH:6][C:5]=1/[CH:25]=[CH:26]/[C:27]([O:29][CH2:30][CH3:31])=[O:28].CO.C1COCC1, predict the reaction product. The product is: [F:3][C:4]1[CH:9]=[C:8]([CH2:10][NH:11][C:12]2[CH:13]=[CH:14][CH:15]=[C:16]3[C:21]=2[N:20]([CH2:22][CH2:23][CH3:24])[CH2:19][CH2:18][CH2:17]3)[CH:7]=[CH:6][C:5]=1[CH2:25][CH2:26][C:27]([O:29][CH2:30][CH3:31])=[O:28]. (4) Given the reactants [NH2:1][C:2]1[C:3]([Cl:9])=[N:4][CH:5]=[C:6]([Br:8])[CH:7]=1.[CH3:10][C:11]1[CH:16]=[CH:15][C:14]([CH3:17])=[CH:13][C:12]=1[S:18](Cl)(=[O:20])=[O:19], predict the reaction product. The product is: [Br:8][C:6]1[CH:7]=[C:2]([NH:1][S:18]([C:12]2[CH:13]=[C:14]([CH3:17])[CH:15]=[CH:16][C:11]=2[CH3:10])(=[O:20])=[O:19])[C:3]([Cl:9])=[N:4][CH:5]=1. (5) The product is: [F:11][C:8]1[CH:7]=[C:3]2[C:2](=[CH:10][CH:9]=1)[N:1]=[CH:26][N:25]([C@@H:21]1[CH2:22][CH2:23][CH2:24][N:19]([C:17]([O:16][C:12]([CH3:15])([CH3:13])[CH3:14])=[O:18])[CH2:20]1)[C:4]2=[O:6]. Given the reactants [NH2:1][C:2]1[CH:10]=[CH:9][C:8]([F:11])=[CH:7][C:3]=1[C:4]([OH:6])=O.[C:12]([O:16][C:17]([N:19]1[CH2:24][CH2:23][CH2:22][C@@H:21]([NH2:25])[CH2:20]1)=[O:18])([CH3:15])([CH3:14])[CH3:13].[CH:26](OCC)(OCC)OCC, predict the reaction product. (6) Given the reactants [OH-].[Li+].O.[Cl:4][C:5]1[C:9]([CH2:10][N:11]([S:13]([C:16]2[CH:21]=[CH:20][C:19]([Cl:22])=[CH:18][CH:17]=2)(=[O:15])=[O:14])[CH3:12])=[CH:8][S:7][C:6]=1[C:23]([O:25]C)=[O:24], predict the reaction product. The product is: [Cl:4][C:5]1[C:9]([CH2:10][N:11]([S:13]([C:16]2[CH:21]=[CH:20][C:19]([Cl:22])=[CH:18][CH:17]=2)(=[O:15])=[O:14])[CH3:12])=[CH:8][S:7][C:6]=1[C:23]([OH:25])=[O:24].